From a dataset of HIV replication inhibition screening data with 41,000+ compounds from the AIDS Antiviral Screen. Binary Classification. Given a drug SMILES string, predict its activity (active/inactive) in a high-throughput screening assay against a specified biological target. (1) The molecule is CCCC[Sn](CCCC)(CCCC)OC(=O)C(OC)c1ccccc1. The result is 0 (inactive). (2) The drug is COC1c2ccccc2CC(c2ccccc2)=NN1C(C)=O. The result is 0 (inactive). (3) The molecule is CC(=NNC(=S)NCCc1ccccn1)c1cnccn1. The result is 0 (inactive). (4) The compound is COC(=O)C1CCC(=O)N1C(c1ccccc1)c1cc(OC)c(OC)c(OC)c1. The result is 0 (inactive). (5) The molecule is N#Cc1ccc(C2NN=CC23C(=O)c2ccccc2OC3c2ccccc2)cc1. The result is 0 (inactive). (6) The molecule is CC=C(C)C(=O)OC1CCN2CCC(COC(=O)C(=CC)CO)C12. The result is 0 (inactive).